This data is from Forward reaction prediction with 1.9M reactions from USPTO patents (1976-2016). The task is: Predict the product of the given reaction. (1) Given the reactants [Cl:1][C:2]1[CH:25]=[CH:24][C:5]([O:6][C:7]2[C:15]3[C:10](=[CH:11][CH:12]=[CH:13][C:14]=3I)[N:9]([CH2:17][C:18]([O:20]CC)=[O:19])[C:8]=2[CH3:23])=[CH:4][CH:3]=1.C([Sn](CCCC)(CCCC)[C:31]1[CH:36]=[N:35][CH:34]=[CH:33][N:32]=1)CCC.C1([As](C2C=CC=CC=2)C2C=CC=CC=2)C=CC=CC=1.[OH-].[Na+], predict the reaction product. The product is: [Cl:1][C:2]1[CH:3]=[CH:4][C:5]([O:6][C:7]2[C:15]3[C:10](=[CH:11][CH:12]=[CH:13][C:14]=3[C:31]3[CH:36]=[N:35][CH:34]=[CH:33][N:32]=3)[N:9]([CH2:17][C:18]([OH:20])=[O:19])[C:8]=2[CH3:23])=[CH:24][CH:25]=1. (2) Given the reactants [ClH:1].NCC(N[C@H](C(OC)=O)[C@H](CC)C)=O.C(OC([NH:23][CH2:24][C:25]([NH:27][CH:28]([CH:33]1[CH2:38][CH2:37][CH2:36][CH2:35][CH2:34]1)[C:29]([O:31][CH3:32])=[O:30])=[O:26])=O)(C)(C)C, predict the reaction product. The product is: [ClH:1].[CH:33]1([CH:28]([NH:27][C:25](=[O:26])[CH2:24][NH2:23])[C:29]([O:31][CH3:32])=[O:30])[CH2:34][CH2:35][CH2:36][CH2:37][CH2:38]1. (3) Given the reactants [F:1][C:2]([F:41])([F:40])[C:3]1[CH:4]=[C:5]([CH:33]=[C:34]([C:36]([F:39])([F:38])[F:37])[CH:35]=1)[CH2:6][N:7]([CH2:14][C:15]1[CH:20]=[C:19]([C:21]([F:24])([F:23])[F:22])[CH:18]=[CH:17][C:16]=1[CH:25]([CH:29]1[CH2:32]C[CH2:30]1)[O:26][CH2:27]C)[C:8]1[N:9]=[N:10][N:11]([CH3:13])[N:12]=1.F[C:43](F)(F)C1C=C(C=C(C(F)(F)F)C=1)CN(CC1C=C(C(F)(F)F)C=CC=1C=O)C1N=NN(C)N=1.C([Mg]Cl)(C)(C)C.CI, predict the reaction product. The product is: [CH3:27][O:26][CH:25]([C:16]1[CH:17]=[CH:18][C:19]([C:21]([F:24])([F:23])[F:22])=[CH:20][C:15]=1[CH2:14][N:7]([CH2:6][C:5]1[CH:33]=[C:34]([C:36]([F:38])([F:39])[F:37])[CH:35]=[C:3]([C:2]([F:41])([F:40])[F:1])[CH:4]=1)[C:8]1[N:9]=[N:10][N:11]([CH3:13])[N:12]=1)[C:29]([CH3:43])([CH3:32])[CH3:30].